Predict which catalyst facilitates the given reaction. From a dataset of Catalyst prediction with 721,799 reactions and 888 catalyst types from USPTO. (1) Reactant: [C:1]([O:5][C:6](=[O:34])[N:7]([C@@H:9]1[CH2:13][CH2:12][N:11]([C:14]2[CH:19]=[CH:18][C:17]([N:20]3[CH2:29][CH2:28][C:27]4[C:22](=[CH:23][CH:24]=[C:25]([O:30]C)[CH:26]=4)[C:21]3=[O:32])=[CH:16][C:15]=2[F:33])[CH2:10]1)[CH3:8])([CH3:4])([CH3:3])[CH3:2].Br.C(=O)([O-])O.[Na+].CC(OC(OC(OC(C)(C)C)=O)=O)(C)C. Product: [C:1]([O:5][C:6](=[O:34])[N:7]([C@@H:9]1[CH2:13][CH2:12][N:11]([C:14]2[CH:19]=[CH:18][C:17]([N:20]3[CH2:29][CH2:28][C:27]4[C:22](=[CH:23][CH:24]=[C:25]([OH:30])[CH:26]=4)[C:21]3=[O:32])=[CH:16][C:15]=2[F:33])[CH2:10]1)[CH3:8])([CH3:4])([CH3:2])[CH3:3]. The catalyst class is: 38. (2) Reactant: CS([C:5]1[N:10]=[C:9]([C:11]2[N:15]3[CH:16]=[CH:17][CH:18]=[CH:19][C:14]3=[N:13][C:12]=2[C:20]2[CH:25]=[CH:24][CH:23]=[C:22]([CH3:26])[N:21]=2)[CH:8]=[CH:7][N:6]=1)(=O)=O.[NH2:27][CH2:28][CH2:29][C:30]1[CH:35]=[CH:34][C:33]([S:36]([NH2:39])(=[O:38])=[O:37])=[CH:32][CH:31]=1. Product: [CH3:26][C:22]1[N:21]=[C:20]([C:12]2[N:13]=[C:14]3[CH:19]=[CH:18][CH:17]=[CH:16][N:15]3[C:11]=2[C:9]2[CH:8]=[CH:7][N:6]=[C:5]([NH:27][CH2:28][CH2:29][C:30]3[CH:31]=[CH:32][C:33]([S:36]([NH2:39])(=[O:37])=[O:38])=[CH:34][CH:35]=3)[N:10]=2)[CH:25]=[CH:24][CH:23]=1. The catalyst class is: 3. (3) Reactant: [C:1]([NH:4][CH2:5][CH2:6][C:7]1[C:8]([O:15][CH2:16][CH2:17][O:18][CH:19]2[CH:24]([C:25]3[CH:30]=[CH:29][C:28]([O:31][CH2:32][CH2:33][CH2:34][O:35][CH2:36][C:37]4[CH:42]=[CH:41][CH:40]=[CH:39][C:38]=4[O:43][CH3:44])=[CH:27][CH:26]=3)[CH2:23][CH2:22][N:21]([C:45]([O:47][C:48]([CH3:51])([CH3:50])[CH3:49])=[O:46])[CH2:20]2)=[N:9][C:10]([CH3:14])=[N:11][C:12]=1Cl)(=[O:3])[CH3:2].C(N(CC)CC)C. Product: [C:1]([NH:4][CH2:5][CH2:6][C:7]1[C:8]([O:15][CH2:16][CH2:17][O:18][CH:19]2[CH:24]([C:25]3[CH:30]=[CH:29][C:28]([O:31][CH2:32][CH2:33][CH2:34][O:35][CH2:36][C:37]4[CH:42]=[CH:41][CH:40]=[CH:39][C:38]=4[O:43][CH3:44])=[CH:27][CH:26]=3)[CH2:23][CH2:22][N:21]([C:45]([O:47][C:48]([CH3:51])([CH3:50])[CH3:49])=[O:46])[CH2:20]2)=[N:9][C:10]([CH3:14])=[N:11][CH:12]=1)(=[O:3])[CH3:2]. The catalyst class is: 29. (4) The catalyst class is: 2. Product: [Br:1][C:2]1[CH:3]=[C:4]2[C:8](=[CH:9][CH:10]=1)[CH2:7][CH:6]([N:11]([C:24](=[O:25])[CH2:23][Cl:22])[CH2:12][CH2:13][NH:14][C:15](=[O:21])[O:16][C:17]([CH3:18])([CH3:20])[CH3:19])[CH2:5]2. Reactant: [Br:1][C:2]1[CH:3]=[C:4]2[C:8](=[CH:9][CH:10]=1)[CH2:7][CH:6]([NH:11][CH2:12][CH2:13][NH:14][C:15](=[O:21])[O:16][C:17]([CH3:20])([CH3:19])[CH3:18])[CH2:5]2.[Cl:22][CH2:23][C:24](Cl)=[O:25]. (5) Reactant: [CH3:1][O:2][C:3]1[C:29]([O:30][CH3:31])=[CH:28][C:6]2[N:7]([C:10]3[S:14][C:13]([C:15]([NH2:17])=O)=[C:12]([O:18][CH2:19][C:20]4[CH:25]=[CH:24][C:23]([CH2:26][OH:27])=[CH:22][CH:21]=4)[CH:11]=3)[CH:8]=[N:9][C:5]=2[CH:4]=1.N1C=CC=CC=1.FC(F)(F)C(OC(=O)C(F)(F)F)=O. Product: [CH3:1][O:2][C:3]1[C:29]([O:30][CH3:31])=[CH:28][C:6]2[N:7]([C:10]3[S:14][C:13]([C:15]#[N:17])=[C:12]([O:18][CH2:19][C:20]4[CH:25]=[CH:24][C:23]([CH2:26][OH:27])=[CH:22][CH:21]=4)[CH:11]=3)[CH:8]=[N:9][C:5]=2[CH:4]=1. The catalyst class is: 4. (6) Product: [NH2:60][C@H:51]([C:50]([OH:55])=[O:49])[CH2:52][CH2:53][CH2:54][CH2:56][NH2:4]. The catalyst class is: 610. Reactant: CC1(C)S[C@@H]2[C@H](NC([C@H](N)C3C=CC=CC=3)=O)C(=O)[N:4]2[C@H]1C(O)=O.C[C@@H]1O[C@@H](O[C@H]2[C@H](O)[C@@H](O)[C@H](NC(N)=N)[C@@H](O)[C@@H]2NC(N)=N)[C@H]([O:49][C@@H:50]2[O:55][C@@H:54]([CH2:56]O)[C@H:53](O)[C@@H:52](O)[C@@H:51]2[NH:60]C)[C@@]1(O)C=O.C([O-])(=O)CCCCCCC/C=C\CCCCCCCC.[Na+].